Task: Predict which catalyst facilitates the given reaction.. Dataset: Catalyst prediction with 721,799 reactions and 888 catalyst types from USPTO (1) Reactant: [CH3:1][S:2]([C:5]1[CH:26]=[CH:25][C:8]([O:9][C:10]2[C:11]([C:23]#[N:24])=[N:12][CH:13]=[C:14]([S:16][C:17]3[CH:22]=[CH:21][CH:20]=[CH:19][N:18]=3)[CH:15]=2)=[CH:7][CH:6]=1)(=[O:4])=[O:3].[OH-:27].[Na+]. Product: [CH3:1][S:2]([C:5]1[CH:26]=[CH:25][C:8]([O:9][C:10]2[C:11]([C:23]([NH2:24])=[O:27])=[N:12][CH:13]=[C:14]([S:16][C:17]3[CH:22]=[CH:21][CH:20]=[CH:19][N:18]=3)[CH:15]=2)=[CH:7][CH:6]=1)(=[O:4])=[O:3]. The catalyst class is: 65. (2) Reactant: C([N:8]1[CH2:13][CH2:12][C@@H:11]([CH:14]2[CH2:16][CH2:15]2)[C@H:10]([NH:17][C:18](=[O:24])[O:19][C:20]([CH3:23])([CH3:22])[CH3:21])[CH2:9]1)C1C=CC=CC=1.[H][H]. Product: [C:20]([O:19][C:18](=[O:24])[NH:17][C@H:10]1[C@H:11]([CH:14]2[CH2:15][CH2:16]2)[CH2:12][CH2:13][NH:8][CH2:9]1)([CH3:23])([CH3:21])[CH3:22]. The catalyst class is: 19. (3) Product: [CH:1]1([NH:5][C:6]([NH:7][C:8]2[CH:28]=[CH:27][C:11]([C:12]([N:14]3[CH2:15][CH2:16][NH:17][CH2:18][CH2:19]3)=[O:13])=[CH:10][C:9]=2[F:29])=[O:30])[CH2:2][CH2:3][CH2:4]1. Reactant: [CH:1]1([NH:5][C:6](=[O:30])[NH:7][C:8]2[CH:28]=[CH:27][C:11]([C:12]([N:14]3[CH2:19][CH2:18][N:17](C(OC(C)(C)C)=O)[CH2:16][CH2:15]3)=[O:13])=[CH:10][C:9]=2[F:29])[CH2:4][CH2:3][CH2:2]1.FC(F)(F)C(O)=O. The catalyst class is: 4. (4) Reactant: [NH:1]1[C:6]2[CH:7]=[CH:8][S:9][C:5]=2[C:4](=[O:10])O[C:2]1=[O:11].[H-].[Na+].[F:14][C:15]1[CH:16]=[C:17]([CH:20]=[CH:21][CH:22]=1)[CH2:18]Br.[CH2:23](C(CC)(C([O-])=O)C([O-])=O)[CH3:24].[C:34](=[O:37])([O-])[O-:35].[K+].[K+].[CH3:40]N(C=O)C. Product: [CH2:23]([O:35][C:34]([C:40]1[C:2](=[O:11])[N:1]([CH2:18][C:17]2[CH:20]=[CH:21][CH:22]=[C:15]([F:14])[CH:16]=2)[C:6]2[CH:7]=[CH:8][S:9][C:5]=2[C:4]=1[OH:10])=[O:37])[CH3:24]. The catalyst class is: 6.